This data is from Forward reaction prediction with 1.9M reactions from USPTO patents (1976-2016). The task is: Predict the product of the given reaction. (1) Given the reactants [CH3:1][O:2][C:3]1[CH:8]=[CH:7][C:6]([N:9]2[C:13]3[C:14](=[O:31])[N:15]([C:18]4[CH:23]=[CH:22][C:21]([N:24]5[CH:29]=[CH:28][CH:27]=[CH:26][C:25]5=[O:30])=[CH:20][CH:19]=4)[CH2:16][CH2:17][C:12]=3[C:11]([C:32]([O:34]CC)=[O:33])=[N:10]2)=[CH:5][CH:4]=1.[OH-].[Li+].CO.Cl, predict the reaction product. The product is: [CH3:1][O:2][C:3]1[CH:8]=[CH:7][C:6]([N:9]2[C:13]3[C:14](=[O:31])[N:15]([C:18]4[CH:19]=[CH:20][C:21]([N:24]5[CH:29]=[CH:28][CH:27]=[CH:26][C:25]5=[O:30])=[CH:22][CH:23]=4)[CH2:16][CH2:17][C:12]=3[C:11]([C:32]([OH:34])=[O:33])=[N:10]2)=[CH:5][CH:4]=1. (2) Given the reactants [CH:1]([C@H:14]1[CH2:19][C@@H:18](OS(C)(=O)=O)[CH2:17][CH2:16][O:15]1)([C:8]1[CH:13]=[CH:12][CH:11]=[CH:10][CH:9]=1)[C:2]1[CH:7]=[CH:6][CH:5]=[CH:4][CH:3]=1.[N-:25]=[N+:26]=[N-:27].[Na+], predict the reaction product. The product is: [N:25]([C@@H:18]1[CH2:17][CH2:16][O:15][C@@H:14]([CH:1]([C:8]2[CH:13]=[CH:12][CH:11]=[CH:10][CH:9]=2)[C:2]2[CH:7]=[CH:6][CH:5]=[CH:4][CH:3]=2)[CH2:19]1)=[N+:26]=[N-:27].